Dataset: Catalyst prediction with 721,799 reactions and 888 catalyst types from USPTO. Task: Predict which catalyst facilitates the given reaction. (1) Reactant: [OH:1][CH:2]([C:19]1[CH:24]=[CH:23][CH:22]=[CH:21][N:20]=1)[CH2:3][N:4]1[C:8]([C:9]2[CH:14]=[CH:13][CH:12]=[CH:11][CH:10]=2)=[C:7]([C:15]([O:17]C)=[O:16])[N:6]=[CH:5]1.[OH-].[Na+]. Product: [OH:1][CH:2]([C:19]1[CH:24]=[CH:23][CH:22]=[CH:21][N:20]=1)[CH2:3][N:4]1[C:8]([C:9]2[CH:10]=[CH:11][CH:12]=[CH:13][CH:14]=2)=[C:7]([C:15]([OH:17])=[O:16])[N:6]=[CH:5]1. The catalyst class is: 36. (2) Reactant: I[C:2]1[C:3]([NH:8][C:9]2[CH:14]=[CH:13][C:12]([C:15]3[C:20]([CH3:21])=[CH:19][CH:18]=[C:17]([C:22]([NH:24][C:25]4[CH:30]=[CH:29][CH:28]=[C:27]([C:31]([F:34])([F:33])[F:32])[CH:26]=4)=[O:23])[CH:16]=3)=[CH:11][CH:10]=2)=[N:4][CH:5]=[N:6][CH:7]=1.C1(C)C=CC=CC=1P(C1C=CC=CC=1C)C1C=CC=CC=1C.C([O-])(=O)C.[Na+].CN(C=O)C. Product: [CH3:21][C:20]1[CH:19]=[CH:18][C:17]([C:22]([NH:24][C:25]2[CH:30]=[CH:29][CH:28]=[C:27]([C:31]([F:33])([F:32])[F:34])[CH:26]=2)=[O:23])=[CH:16][C:15]=1[C:12]1[CH:13]=[C:14]2[C:9](=[CH:10][CH:11]=1)[NH:8][C:3]1[N:4]=[CH:5][N:6]=[CH:7][C:2]2=1. The catalyst class is: 167.